From a dataset of Forward reaction prediction with 1.9M reactions from USPTO patents (1976-2016). Predict the product of the given reaction. (1) Given the reactants S(=O)(=O)(O)O.[Br:6][C:7]1[C:12]([NH2:13])=[C:11]([C:14]#[N:15])[CH:10]=[C:9]([N+:16]([O-:18])=[O:17])[CH:8]=1.N(OS(=O)(=O)O)=O.[OH:26][CH2:27][CH2:28][CH2:29][CH2:30][N:31]([CH2:51][CH2:52][CH2:53][CH2:54][OH:55])[C:32]1[CH:33]=[C:34]([NH:40][C:41](=[O:50])[CH2:42][CH:43]([CH3:49])[CH2:44][C:45]([CH3:48])([CH3:47])[CH3:46])[CH:35]=[CH:36][C:37]=1[O:38][CH3:39].S(=O)(=O)(O)[NH2:57], predict the reaction product. The product is: [OH:26][CH2:27][CH2:28][CH2:29][CH2:30][N:31]([CH2:51][CH2:52][CH2:53][CH2:54][OH:55])[C:32]1[C:37]([O:38][CH3:39])=[CH:36][C:35](/[N:57]=[N:13]/[C:12]2[C:11]([C:14]#[N:15])=[CH:10][C:9]([N+:16]([O-:18])=[O:17])=[CH:8][C:7]=2[Br:6])=[C:34]([NH:40][C:41](=[O:50])[CH2:42][CH:43]([CH3:49])[CH2:44][C:45]([CH3:48])([CH3:47])[CH3:46])[CH:33]=1. (2) Given the reactants [N:1]([CH2:4][C@H:5]1[C@H:10]([CH3:11])[CH2:9][CH2:8][N:7]([CH2:12][CH2:13][C:14]2[CH:19]=[CH:18][C:17]([F:20])=[CH:16][CH:15]=2)[CH2:6]1)=[N+]=[N-], predict the reaction product. The product is: [F:20][C:17]1[CH:18]=[CH:19][C:14]([CH2:13][CH2:12][N:7]2[CH2:8][CH2:9][C@@H:10]([CH3:11])[C@H:5]([CH2:4][NH2:1])[CH2:6]2)=[CH:15][CH:16]=1. (3) Given the reactants C(O[C:4](=[O:31])[CH2:5][C:6]1[C:15]2[C:10](=[CH:11][CH:12]=[CH:13][CH:14]=2)[CH:9]=[C:8]([N:16]2[CH2:23][C:20]3([CH2:22][CH2:21]3)[N:19](CC3C=CC=CC=3)[CH2:18][CH2:17]2)[CH:7]=1)C.C(N1CCN(C2[CH:48]=[C:49]([CH2:57][C:58]([NH2:60])=[O:59])[C:50]3[C:55](C=2)=[CH:54][CH:53]=[CH:52][CH:51]=3)CC21CC2)C1C=CC=CC=1.[CH:61]([NH2:63])=O.C[O-].[Na+], predict the reaction product. The product is: [CH2:21]1[C:20]2([CH2:23][N:16]([C:8]3[CH:7]=[C:6]([C:5]4[C:4](=[O:31])[NH:60][C:58](=[O:59])[C:57]=4[C:49]4[C:50]5[C:55](=[CH:54][CH:53]=[CH:52][CH:51]=5)[N:63]([CH3:61])[CH:48]=4)[C:15]4[C:10]([CH:9]=3)=[CH:11][CH:12]=[CH:13][CH:14]=4)[CH2:17][CH2:18][NH:19]2)[CH2:22]1. (4) Given the reactants [C:1]([C:3]1[CH:8]=[CH:7][C:6]([C:9]2[N:13]3[CH:14]=[C:15]([C:18]4[CH:26]=[CH:25][C:21]([C:22](O)=[O:23])=[CH:20][CH:19]=4)[CH:16]=[CH:17][C:12]3=[N:11][CH:10]=2)=[CH:5][CH:4]=1)#[N:2].CN(C(ON1N=NC2C=CC=NC1=2)=[N+](C)C)C.F[P-](F)(F)(F)(F)F.CN1CCOCC1.[N:58]1([C:65]([O:67][C:68]([CH3:71])([CH3:70])[CH3:69])=[O:66])[CH2:64][CH2:63][CH2:62][NH:61][CH2:60][CH2:59]1, predict the reaction product. The product is: [C:1]([C:3]1[CH:4]=[CH:5][C:6]([C:9]2[N:13]3[CH:14]=[C:15]([C:18]4[CH:26]=[CH:25][C:21]([C:22]([N:61]5[CH2:62][CH2:63][CH2:64][N:58]([C:65]([O:67][C:68]([CH3:71])([CH3:70])[CH3:69])=[O:66])[CH2:59][CH2:60]5)=[O:23])=[CH:20][CH:19]=4)[CH:16]=[CH:17][C:12]3=[N:11][CH:10]=2)=[CH:7][CH:8]=1)#[N:2].